This data is from Reaction yield outcomes from USPTO patents with 853,638 reactions. The task is: Predict the reaction yield, written as a fraction of the theoretical maximum amount of product (1.0 means a 100% yield; for example, 0.34 means a 34% yield). (1) The reactants are [CH3:1][N:2]1[CH:6]=[C:5]([NH:7][C:8]([C:10]2[N:11]([CH3:18])[CH:12]=[C:13]([N+:15]([O-])=O)[CH:14]=2)=[O:9])[CH:4]=[C:3]1[C:19]([O:21][CH3:22])=[O:20].Cl.[H][H].[C:26]([O:30][C:31]([NH:33][C:34]1[CH:35]=[C:36]([C:40]([NH:42][C:43]2[N:44]=[C:45]([C:49](O)=[O:50])[N:46]([CH3:48])[CH:47]=2)=[O:41])[N:37]([CH3:39])[CH:38]=1)=[O:32])([CH3:29])([CH3:28])[CH3:27].C(Cl)CCl.CCN(C(C)C)C(C)C. The catalyst is [Pd].CC(N(C)C)=O.C1COCC1. The product is [C:26]([O:30][C:31]([NH:33][C:34]1[CH:35]=[C:36]([C:40]([NH:42][C:43]2[N:44]=[C:45]([C:49]([NH:15][C:13]3[CH:14]=[C:10]([C:8]([NH:7][C:5]4[CH:4]=[C:3]([C:19]([O:21][CH3:22])=[O:20])[N:2]([CH3:1])[CH:6]=4)=[O:9])[N:11]([CH3:18])[CH:12]=3)=[O:50])[N:46]([CH3:48])[CH:47]=2)=[O:41])[N:37]([CH3:39])[CH:38]=1)=[O:32])([CH3:29])([CH3:27])[CH3:28]. The yield is 0.820. (2) The reactants are [Cl-].O[NH3+:3].[C:4](=[O:7])([O-])[OH:5].[Na+].CS(C)=O.[CH2:13]([C:17]1[N:18]=[C:19]([CH3:44])[N:20]([CH2:39][C:40]([OH:43])([CH3:42])[CH3:41])[C:21](=[O:38])[C:22]=1[CH2:23][C:24]1[CH:29]=[CH:28][C:27]([C:30]2[C:31]([C:36]#[N:37])=[CH:32][CH:33]=[CH:34][CH:35]=2)=[CH:26][CH:25]=1)[CH2:14][CH2:15][CH3:16]. The catalyst is C(OCC)(=O)C. The product is [CH2:13]([C:17]1[N:18]=[C:19]([CH3:44])[N:20]([CH2:39][C:40]([OH:43])([CH3:42])[CH3:41])[C:21](=[O:38])[C:22]=1[CH2:23][C:24]1[CH:29]=[CH:28][C:27]([C:30]2[CH:35]=[CH:34][CH:33]=[CH:32][C:31]=2[C:36]2[NH:3][C:4](=[O:7])[O:5][N:37]=2)=[CH:26][CH:25]=1)[CH2:14][CH2:15][CH3:16]. The yield is 0.240. (3) The reactants are [Cl-].O[NH3+:3].[C:4](=[O:7])([O-])[OH:5].[Na+].CS(C)=O.[CH2:13]([C:17]1[N:18]=[C:19]([CH3:47])[N:20]([CH2:39][C:40]2[CH:44]=[C:43]([CH3:45])[N:42]([CH3:46])[N:41]=2)[C:21](=[O:38])[C:22]=1[CH2:23][C:24]1[CH:29]=[CH:28][C:27]([C:30]2[C:31]([C:36]#[N:37])=[CH:32][CH:33]=[CH:34][CH:35]=2)=[CH:26][CH:25]=1)[CH2:14][CH2:15][CH3:16]. The catalyst is C(OCC)(=O)C. The product is [CH2:13]([C:17]1[N:18]=[C:19]([CH3:47])[N:20]([CH2:39][C:40]2[CH:44]=[C:43]([CH3:45])[N:42]([CH3:46])[N:41]=2)[C:21](=[O:38])[C:22]=1[CH2:23][C:24]1[CH:25]=[CH:26][C:27]([C:30]2[CH:35]=[CH:34][CH:33]=[CH:32][C:31]=2[C:36]2[NH:3][C:4](=[O:7])[O:5][N:37]=2)=[CH:28][CH:29]=1)[CH2:14][CH2:15][CH3:16]. The yield is 0.270. (4) The reactants are Br[C:2]1[CH:7]=[CH:6][C:5]([C:8]2([C:21]3[CH:26]=[CH:25][CH:24]=[CH:23][CH:22]=3)[C:20]3[CH:19]=[CH:18][CH:17]=[CH:16][C:15]=3[C:14]3[C:9]2=[CH:10][CH:11]=[CH:12][CH:13]=3)=[CH:4][CH:3]=1.[C:27]1([NH2:37])[C:36]2[C:31](=[CH:32][CH:33]=[CH:34][CH:35]=2)[CH:30]=[CH:29][CH:28]=1.CC(C)([O-])C.[Na+].C(P(C(C)(C)C)C(C)(C)C)(C)(C)C. The catalyst is C1C=CC(/C=C/C(/C=C/C2C=CC=CC=2)=O)=CC=1.C1C=CC(/C=C/C(/C=C/C2C=CC=CC=2)=O)=CC=1.[Pd].CCCCCC.C1(C)C=CC=CC=1. The product is [C:27]1([NH:37][C:2]2[CH:7]=[CH:6][C:5]([C:8]3([C:21]4[CH:26]=[CH:25][CH:24]=[CH:23][CH:22]=4)[C:20]4[CH:19]=[CH:18][CH:17]=[CH:16][C:15]=4[C:14]4[C:9]3=[CH:10][CH:11]=[CH:12][CH:13]=4)=[CH:4][CH:3]=2)[C:36]2[C:31](=[CH:32][CH:33]=[CH:34][CH:35]=2)[CH:30]=[CH:29][CH:28]=1. The yield is 0.520.